From a dataset of Forward reaction prediction with 1.9M reactions from USPTO patents (1976-2016). Predict the product of the given reaction. (1) Given the reactants Br[C:2]1[CH:3]=[C:4]([NH2:21])[C:5]2[C:6]([F:20])=[N:7][N:8]([S:11]([C:14]3[CH:19]=[CH:18][CH:17]=[CH:16][CH:15]=3)(=[O:13])=[O:12])[C:9]=2[CH:10]=1.CC1(C)C(C)(C)OB([C:30]2[CH:38]=[CH:37][CH:36]=[C:35]3[C:31]=2[CH:32]=[CH:33][NH:34]3)O1.P([O-])([O-])([O-])=O.[K+].[K+].[K+].O1CCOCC1, predict the reaction product. The product is: [F:20][C:6]1[C:5]2[C:4]([NH2:21])=[CH:3][C:2]([C:30]3[CH:38]=[CH:37][CH:36]=[C:35]4[C:31]=3[CH:32]=[CH:33][NH:34]4)=[CH:10][C:9]=2[N:8]([S:11]([C:14]2[CH:19]=[CH:18][CH:17]=[CH:16][CH:15]=2)(=[O:13])=[O:12])[N:7]=1. (2) Given the reactants [C:1]([C:3]1[N:7]2[CH:8]=[CH:9][CH:10]=[CH:11][C:6]2=[N:5][CH:4]=1)#[CH:2].[CH3:12][N:13]([CH2:15][C:16]1[N:17]([C:21]2[CH:22]=[C:23]([NH:31][C:32](=[O:51])[C:33]3[CH:38]=[CH:37][C:36]([CH3:39])=[C:35](C#CC4N5C=CN=CC5=NC=4)[CH:34]=3)[CH:24]=[C:25]([C:27]([F:30])([F:29])[F:28])[CH:26]=2)[CH:18]=[CH:19][N:20]=1)[CH3:14].CCN(C(C)C)C(C)C, predict the reaction product. The product is: [CH3:14][N:13]([CH2:15][C:16]1[N:17]([C:21]2[CH:22]=[C:23]([NH:31][C:32](=[O:51])[C:33]3[CH:34]=[CH:35][C:36]([CH3:39])=[C:37]([C:2]#[C:1][C:3]4[N:7]5[CH:8]=[CH:9][CH:10]=[CH:11][C:6]5=[N:5][CH:4]=4)[CH:38]=3)[CH:24]=[C:25]([C:27]([F:28])([F:29])[F:30])[CH:26]=2)[CH:18]=[CH:19][N:20]=1)[CH3:12]. (3) Given the reactants [NH2:1][CH2:2][CH2:3][CH2:4][N:5]1[C:17]2[C:16]3[CH:15]=[CH:14][CH:13]=[CH:12][C:11]=3[N:10]=[C:9]([NH2:18])[C:8]=2[N:7]=[C:6]1[CH2:19][CH2:20][CH2:21][CH3:22].[CH:23]([C:25]1[CH:26]=[C:27]([CH:34]=[CH:35][CH:36]=1)[O:28][CH2:29][C:30]([O:32][CH3:33])=[O:31])=O.CC(O)=O.[BH3-]C#N.[Na+], predict the reaction product. The product is: [NH2:18][C:9]1[C:8]2[N:7]=[C:6]([CH2:19][CH2:20][CH2:21][CH3:22])[N:5]([CH2:4][CH2:3][CH2:2][NH:1][CH2:23][C:25]3[CH:26]=[C:27]([CH:34]=[CH:35][CH:36]=3)[O:28][CH2:29][C:30]([O:32][CH3:33])=[O:31])[C:17]=2[C:16]2[CH:15]=[CH:14][CH:13]=[CH:12][C:11]=2[N:10]=1. (4) Given the reactants [C:1]([C:5]1[C:13]2[O:12][CH:11]([CH2:14][NH2:15])[CH2:10][C:9]=2[CH:8]=[CH:7][CH:6]=1)([CH3:4])([CH3:3])[CH3:2].C(N(C(C)C)CC)(C)C.Cl[C:26]([O:28][CH2:29][C:30]1[CH:35]=[CH:34][CH:33]=[CH:32][CH:31]=1)=[O:27].C1(C2C3OC(CNC(=O)OCC4C=CC=CC=4)CC=3C=CC=2)CCCC1, predict the reaction product. The product is: [C:1]([C:5]1[C:13]2[O:12][CH:11]([CH2:14][NH:15][C:26](=[O:27])[O:28][CH2:29][C:30]3[CH:35]=[CH:34][CH:33]=[CH:32][CH:31]=3)[CH2:10][C:9]=2[CH:8]=[CH:7][CH:6]=1)([CH3:4])([CH3:2])[CH3:3].